From a dataset of Forward reaction prediction with 1.9M reactions from USPTO patents (1976-2016). Predict the product of the given reaction. (1) Given the reactants [CH3:1][O:2][CH2:3][CH2:4][OH:5].[H-].[Na+].F[C:9]1[CH:14]=[CH:13][C:12]([N+:15]([O-])=O)=[CH:11][C:10]=1[C:18]([F:21])([F:20])[F:19].C(=O)(O)[O-].[Na+], predict the reaction product. The product is: [CH3:1][O:2][CH2:3][CH2:4][O:5][C:9]1[CH:14]=[CH:13][C:12]([NH2:15])=[CH:11][C:10]=1[C:18]([F:19])([F:21])[F:20]. (2) Given the reactants [CH:1]([N:4]([S:16]([C:19]1[CH:24]=[CH:23][CH:22]=[CH:21][CH:20]=1)(=[O:18])=[O:17])[C:5]1[CH:10]=[CH:9][C:8]([C:11]([F:14])([F:13])[F:12])=[CH:7][C:6]=1[OH:15])([CH3:3])[CH3:2].O[CH2:26][C:27]1[CH:28]=[C:29]2[C:34](=[CH:35][CH:36]=1)[CH:33]=[C:32]([C:37]([O:39]CC)=[O:38])[CH:31]=[CH:30]2, predict the reaction product. The product is: [CH:1]([N:4]([S:16]([C:19]1[CH:24]=[CH:23][CH:22]=[CH:21][CH:20]=1)(=[O:18])=[O:17])[C:5]1[CH:10]=[CH:9][C:8]([C:11]([F:12])([F:14])[F:13])=[CH:7][C:6]=1[O:15][CH2:26][C:27]1[CH:28]=[C:29]2[C:34](=[CH:35][CH:36]=1)[CH:33]=[C:32]([C:37]([OH:39])=[O:38])[CH:31]=[CH:30]2)([CH3:3])[CH3:2]. (3) Given the reactants [O:1]([C:8]1[CH:13]=[CH:12][C:11]([C:14]2[O:18][N:17]=[C:16]([C:19]3[S:23][C:22]([CH2:24][N:25]4[CH2:28][CH:27]([C:29]([O:31]CC)=[O:30])[CH2:26]4)=[CH:21][CH:20]=3)[N:15]=2)=[CH:10][CH:9]=1)[C:2]1[CH:7]=[CH:6][CH:5]=[CH:4][CH:3]=1.[OH-].[Na+], predict the reaction product. The product is: [O:1]([C:8]1[CH:13]=[CH:12][C:11]([C:14]2[O:18][N:17]=[C:16]([C:19]3[S:23][C:22]([CH2:24][N:25]4[CH2:26][CH:27]([C:29]([OH:31])=[O:30])[CH2:28]4)=[CH:21][CH:20]=3)[N:15]=2)=[CH:10][CH:9]=1)[C:2]1[CH:7]=[CH:6][CH:5]=[CH:4][CH:3]=1. (4) Given the reactants [F:1][C:2]1[CH:36]=[CH:35][C:5]([CH2:6][N:7]2[CH2:12][CH2:11][N:10]3[C:13](=[O:33])[C:14]([CH2:19][CH:20]4[CH2:25][CH2:24][N:23](C(OC(C)(C)C)=O)[CH2:22][CH2:21]4)=[C:15]([OH:18])[C:16]([OH:17])=[C:9]3[C:8]2=[O:34])=[CH:4][CH:3]=1.[F:37][C:38]([F:43])([F:42])[C:39]([OH:41])=[O:40], predict the reaction product. The product is: [OH:41][C:39]([C:38]([F:43])([F:42])[F:37])=[O:40].[F:1][C:2]1[CH:3]=[CH:4][C:5]([CH2:6][N:7]2[CH2:12][CH2:11][N:10]3[C:13](=[O:33])[C:14]([CH2:19][CH:20]4[CH2:21][CH2:22][NH:23][CH2:24][CH2:25]4)=[C:15]([OH:18])[C:16]([OH:17])=[C:9]3[C:8]2=[O:34])=[CH:35][CH:36]=1. (5) Given the reactants [Cl-].[Al+3].[Cl-].[Cl-].[Br:5][C:6]1[CH:7]=[C:8]2[C:12](=[CH:13][C:14]=1[O:15]C)[C:11](=[O:17])[CH2:10][CH2:9]2.O, predict the reaction product. The product is: [Br:5][C:6]1[CH:7]=[C:8]2[C:12](=[CH:13][C:14]=1[OH:15])[C:11](=[O:17])[CH2:10][CH2:9]2. (6) Given the reactants Cl[C:2]1[C:7]([O:8][C:9]2[CH:14]=[CH:13][CH:12]=[CH:11][C:10]=2[O:15][CH3:16])=[C:6]([Cl:17])[N:5]=[C:4]([CH3:18])[N:3]=1.[K+].[CH:20]([C:23]1[CH:24]=[CH:25][C:26]([S:29]([NH-:32])(=[O:31])=[O:30])=[N:27][CH:28]=1)([CH3:22])[CH3:21], predict the reaction product. The product is: [CH:20]([C:23]1[CH:24]=[CH:25][C:26]([S:29]([NH:32][C:2]2[C:7]([O:8][C:9]3[CH:14]=[CH:13][CH:12]=[CH:11][C:10]=3[O:15][CH3:16])=[C:6]([Cl:17])[N:5]=[C:4]([CH3:18])[N:3]=2)(=[O:31])=[O:30])=[N:27][CH:28]=1)([CH3:22])[CH3:21]. (7) The product is: [CH3:11][C:8]1[CH:9]=[CH:10][C:5]([CH2:4][C:3]([OH:34])=[O:2])=[CH:6][C:7]=1[S:12]([N:15]1[CH2:20][CH2:19][C:18]2[N:21]=[C:22]([C:24]3[CH:25]=[CH:26][C:27]([C:30]([F:33])([F:31])[F:32])=[CH:28][CH:29]=3)[S:23][C:17]=2[CH2:16]1)(=[O:14])=[O:13]. Given the reactants C[O:2][C:3](=[O:34])[CH2:4][C:5]1[CH:10]=[CH:9][C:8]([CH3:11])=[C:7]([S:12]([N:15]2[CH2:20][CH2:19][C:18]3[N:21]=[C:22]([C:24]4[CH:29]=[CH:28][C:27]([C:30]([F:33])([F:32])[F:31])=[CH:26][CH:25]=4)[S:23][C:17]=3[CH2:16]2)(=[O:14])=[O:13])[CH:6]=1.[Li+].[OH-].Cl, predict the reaction product.